From a dataset of Full USPTO retrosynthesis dataset with 1.9M reactions from patents (1976-2016). Predict the reactants needed to synthesize the given product. (1) Given the product [Cl:1][C:2]1[CH:7]=[CH:6][C:5]([C:8]2[C:9]([O:17][CH2:18][C:19]([F:22])([F:20])[F:21])=[N:10][CH:11]=[C:12]([CH:16]=2)[C:13]([NH:33][CH2:32][C:30]2[N:31]=[C:27]([CH:24]3[CH2:26][CH2:25]3)[S:28][CH:29]=2)=[O:15])=[CH:4][C:3]=1[CH3:23], predict the reactants needed to synthesize it. The reactants are: [Cl:1][C:2]1[CH:7]=[CH:6][C:5]([C:8]2[C:9]([O:17][CH2:18][C:19]([F:22])([F:21])[F:20])=[N:10][CH:11]=[C:12]([CH:16]=2)[C:13]([OH:15])=O)=[CH:4][C:3]=1[CH3:23].[CH:24]1([C:27]2[S:28][CH:29]=[C:30]([CH2:32][NH2:33])[N:31]=2)[CH2:26][CH2:25]1. (2) The reactants are: [CH3:1][O:2][CH2:3][CH2:4][O:5][C:6]1[CH:11]=[CH:10][C:9]([S:12]([N:15]([CH2:23][C:24]([O:26]C)=O)[C:16]2[CH:21]=[CH:20][C:19]([CH3:22])=[CH:18][CH:17]=2)(=[O:14])=[O:13])=[CH:8][CH:7]=1.O.[NH2:29][NH2:30]. Given the product [NH:29]([C:24](=[O:26])[CH2:23][N:15]([C:16]1[CH:21]=[CH:20][C:19]([CH3:22])=[CH:18][CH:17]=1)[S:12]([C:9]1[CH:10]=[CH:11][C:6]([O:5][CH2:4][CH2:3][O:2][CH3:1])=[CH:7][CH:8]=1)(=[O:14])=[O:13])[NH2:30], predict the reactants needed to synthesize it. (3) Given the product [CH3:35][O:36][C:37]([C:39]1[CH:48]=[C:47]([CH2:49][CH2:50][CH2:51][OH:52])[C:46]2[C:41](=[C:42]([OH:60])[CH:43]=[CH:44][CH:45]=2)[N:40]=1)=[O:38], predict the reactants needed to synthesize it. The reactants are: COC(C1C=C(O)C2C(=C(OCC3C=CC=CC=3)C=C(C#CCOCC3C=CC=CC=3)C=2)N=1)=O.[CH3:35][O:36][C:37]([C:39]1[CH:48]=[C:47]([C:49]#[C:50][CH2:51][O:52]CC2C=CC=CC=2)[C:46]2[C:41](=[C:42]([O:60]CC3C=CC=CC=3)[CH:43]=[CH:44][CH:45]=2)[N:40]=1)=[O:38].